Dataset: Reaction yield outcomes from USPTO patents with 853,638 reactions. Task: Predict the reaction yield, written as a fraction of the theoretical maximum amount of product (1.0 means a 100% yield; for example, 0.34 means a 34% yield). (1) The product is [CH2:40]([S:42]([N:21]1[CH2:20][CH2:19][C:17]2[N:18]=[C:13]([NH:12][C:9]3[CH:10]=[CH:11][C:6]([C:5]4[O:1][CH:2]=[N:3][CH:4]=4)=[CH:7][CH:8]=3)[N:14]=[C:15]([N:23]([C:27]3[CH:28]=[CH:29][CH:30]=[CH:31][CH:32]=3)[CH2:24][CH2:25][OH:26])[C:16]=2[CH2:22]1)(=[O:44])=[O:43])[CH3:41]. The reactants are [O:1]1[C:5]([C:6]2[CH:11]=[CH:10][C:9]([NH:12][C:13]3[N:14]=[C:15]([N:23]([C:27]4[CH:32]=[CH:31][CH:30]=[CH:29][CH:28]=4)[CH2:24][CH2:25][OH:26])[C:16]4[CH2:22][NH:21][CH2:20][CH2:19][C:17]=4[N:18]=3)=[CH:8][CH:7]=2)=[CH:4][N:3]=[CH:2]1.C(N(CC)CC)C.[CH2:40]([S:42](Cl)(=[O:44])=[O:43])[CH3:41]. The catalyst is CO.ClCCl. The yield is 0.181. (2) The reactants are [NH2:1][C:2]1[CH:6]=[CH:5]NN=1.COC(=O)C1C=CC(OCC2CC2)=C(Cl)C=1.[CH3:23][C:24]1[CH:33]=[CH:32][CH:31]=[CH:30][C:25]=1[C:26]([O:28]C)=O.[H-].[Na+].C(#N)CC. The catalyst is C1(C)C=CC=CC=1.O. The product is [CH3:5][CH:6]([C:26](=[O:28])[C:25]1[CH:30]=[CH:31][CH:32]=[CH:33][C:24]=1[CH3:23])[C:2]#[N:1]. The yield is 0.880. (3) The reactants are [CH2:1]1[C:4]2([CH2:7][NH:6][CH2:5]2)[CH2:3][N:2]1[C:8](OC(C)(C)C)=O.BrC1[CH:21]=[CH:20][CH:19]=[C:18](F)[N:17]=1.Cl[C:24]1[N:29]=[CH:28][C:27]2[CH:30]=[N:31][NH:32][C:26]=2[CH:25]=1.[CH3:33][N:34]1[CH:38]=[C:37](B2OC(C)(C)C(C)(C)O2)[CH:36]=[N:35]1. No catalyst specified. The product is [CH2:3]1[C:4]2([CH2:5][NH:6][CH2:7]2)[CH2:1][N:2]1[C:8]1[N:17]=[C:18]([N:32]2[C:26]3[CH:25]=[C:24]([C:37]4[CH:36]=[N:35][N:34]([CH3:33])[CH:38]=4)[N:29]=[CH:28][C:27]=3[CH:30]=[N:31]2)[CH:19]=[CH:20][CH:21]=1. The yield is 0.260. (4) The reactants are [Cl:1][C:2]1[CH:3]=[C:4]([C@H:9]2[C:18]3[C:13](=[CH:14][CH:15]=[CH:16][CH:17]=3)[C@H:12]([NH:19]C(=O)C)[CH2:11][CH2:10]2)[CH:5]=[CH:6][C:7]=1[Cl:8].Cl. The catalyst is C(O)CC. The product is [ClH:1].[Cl:1][C:2]1[CH:3]=[C:4]([C@H:9]2[C:18]3[C:13](=[CH:14][CH:15]=[CH:16][CH:17]=3)[C@H:12]([NH2:19])[CH2:11][CH2:10]2)[CH:5]=[CH:6][C:7]=1[Cl:8]. The yield is 0.800. (5) The reactants are [H-].[H-].[H-].[H-].[Li+].[Al+3].[Al+3].[Cl-].[Cl-].[Cl-].[CH2:11]([NH:18][C:19](=O)[CH2:20][C:21]1[C:29]2[C:24](=[CH:25][CH:26]=[C:27]([F:33])[C:28]=2[O:30][CH2:31][CH3:32])[N:23]([CH3:34])[CH:22]=1)[C:12]1[CH:17]=[CH:16][CH:15]=[CH:14][CH:13]=1. The catalyst is C1COCC1. The product is [CH2:11]([NH:18][CH2:19][CH2:20][C:21]1[C:29]2[C:24](=[CH:25][CH:26]=[C:27]([F:33])[C:28]=2[O:30][CH2:31][CH3:32])[N:23]([CH3:34])[CH:22]=1)[C:12]1[CH:13]=[CH:14][CH:15]=[CH:16][CH:17]=1. The yield is 0.610. (6) The reactants are Cl[C:2]1[CH:7]=[C:6]([Cl:8])[N:5]=[C:4]([NH2:9])[N:3]=1.Cl.[F:11][C:12]([F:16])([F:15])[CH2:13][NH2:14].CCN(CC)CC. The catalyst is CCCCO. The product is [Cl:8][C:6]1[N:5]=[C:4]([NH2:9])[N:3]=[C:2]([NH:14][CH2:13][C:12]([F:16])([F:15])[F:11])[CH:7]=1. The yield is 0.260. (7) The reactants are [OH:1][C:2]1[CH:24]=[CH:23][C:22]([C:25]([F:28])([F:27])[F:26])=[CH:21][C:3]=1[C:4]([NH:6][C:7]1[CH:12]=[C:11]([C:13]([F:16])([F:15])[F:14])[CH:10]=[C:9]([C:17]([F:20])([F:19])[F:18])[CH:8]=1)=[O:5].[N:29]1([C:35](Cl)=[O:36])[CH2:34][CH2:33][O:32][CH2:31][CH2:30]1. No catalyst specified. The product is [O:32]1[CH2:33][CH2:34][N:29]([C:35]([O:1][C:2]2[CH:24]=[CH:23][C:22]([C:25]([F:26])([F:27])[F:28])=[CH:21][C:3]=2[C:4]([NH:6][C:7]2[CH:12]=[C:11]([C:13]([F:15])([F:16])[F:14])[CH:10]=[C:9]([C:17]([F:18])([F:19])[F:20])[CH:8]=2)=[O:5])=[O:36])[CH2:30][CH2:31]1. The yield is 0.836.